Dataset: Reaction yield outcomes from USPTO patents with 853,638 reactions. Task: Predict the reaction yield, written as a fraction of the theoretical maximum amount of product (1.0 means a 100% yield; for example, 0.34 means a 34% yield). (1) The reactants are Br[C:2]1[CH:3]=[C:4]2[C:8](=[CH:9][CH:10]=1)[NH:7][C:6](=[O:11])[CH2:5]2.C(O)C.C(=O)([O-])[O-].[Na+].[Na+].[C:21]1(B(O)O)[CH:26]=[CH:25][CH:24]=[CH:23][CH:22]=1. The catalyst is C1(C)C=CC=CC=1.C(OCC)(=O)C.C1C=CC(P(C2C=CC=CC=2)C2C=CC=CC=2)=CC=1.C1C=CC(P(C2C=CC=CC=2)C2C=CC=CC=2)=CC=1.C1C=CC(P(C2C=CC=CC=2)C2C=CC=CC=2)=CC=1.C1C=CC(P(C2C=CC=CC=2)C2C=CC=CC=2)=CC=1.[Pd]. The product is [C:21]1([C:2]2[CH:3]=[C:4]3[C:8](=[CH:9][CH:10]=2)[NH:7][C:6](=[O:11])[CH2:5]3)[CH:26]=[CH:25][CH:24]=[CH:23][CH:22]=1. The yield is 0.770. (2) The reactants are [O:1]1[C:5]2([CH2:10][CH2:9][CH:8]([C:11](=[S:13])[NH2:12])[CH2:7][CH2:6]2)[O:4][CH2:3][CH2:2]1.Br[CH:15]([C:26]1[CH:31]=[CH:30][C:29]([CH3:32])=[CH:28][CH:27]=1)[C:16]([C:18]1[CH:23]=[CH:22][C:21]([O:24][CH3:25])=[CH:20][CH:19]=1)=O.C(=O)([O-])O.[Na+]. The catalyst is C(#N)C. The product is [CH3:25][O:24][C:21]1[CH:20]=[CH:19][C:18]([C:16]2[N:12]=[C:11]([CH:8]3[CH2:9][CH2:10][C:5]4([O:4][CH2:3][CH2:2][O:1]4)[CH2:6][CH2:7]3)[S:13][C:15]=2[C:26]2[CH:27]=[CH:28][C:29]([CH3:32])=[CH:30][CH:31]=2)=[CH:23][CH:22]=1. The yield is 0.810. (3) The reactants are [NH2:1][N:2]1[C:6](=[O:7])[C:5]2=[CH:8][CH:9]=[CH:10][CH:11]=[C:4]2[C:3]1=[O:12].[CH3:13][O:14][C:15]1[CH:22]=[CH:21][C:18]([CH:19]=O)=[CH:17][C:16]=1[CH3:23]. The catalyst is C(O)C. The product is [CH3:13][O:14][C:15]1[CH:22]=[CH:21][C:18]([CH:19]=[N:1][N:2]2[C:3](=[O:12])[C:4]3[C:5](=[CH:8][CH:9]=[CH:10][CH:11]=3)[C:6]2=[O:7])=[CH:17][C:16]=1[CH3:23]. The yield is 0.840. (4) The yield is 0.720. The product is [CH3:19][C:14]1[CH:13]=[C:12]([C:6]2[CH:5]=[CH:4][C:3]3[C:8](=[CH:9][CH:10]=[CH:11][C:2]=3[CH2:20][CH:21]([CH3:23])[CH3:22])[N:7]=2)[CH:17]=[C:16]([CH3:18])[CH:15]=1. The catalyst is C1(C)C=CC=CC=1. The reactants are Cl[C:2]1[CH:11]=[CH:10][CH:9]=[C:8]2[C:3]=1[CH:4]=[CH:5][C:6]([C:12]1[CH:17]=[C:16]([CH3:18])[CH:15]=[C:14]([CH3:19])[CH:13]=1)=[N:7]2.[CH2:20](B(O)O)[CH:21]([CH3:23])[CH3:22].C1(P(C2CCCCC2)C2C=CC=CC=2C2C(OC)=CC=CC=2OC)CCCCC1.O.P([O-])([O-])([O-])=O.[K+].[K+].[K+]. (5) The reactants are [NH:1]([C:3]1[N:4]=[C:5]2[CH:11]=[C:10]([C:12]3[C:20]4[C:15](=[CH:16][CH:17]=[C:18]([O:21][CH3:22])[CH:19]=4)[N:14]([CH3:23])[CH:13]=3)[N:9]([CH2:24][O:25][CH2:26][CH2:27][Si:28]([CH3:31])([CH3:30])[CH3:29])[C:6]2=[N:7][CH:8]=1)[NH2:2].C(Cl)Cl.[CH:35](=O)[CH3:36].N. The catalyst is [Cu](Cl)Cl.CCOC(C)=O.CN(C=O)C. The product is [CH3:22][O:21][C:18]1[CH:19]=[C:20]2[C:15](=[CH:16][CH:17]=1)[N:14]([CH3:23])[CH:13]=[C:12]2[C:10]1[N:9]([CH2:24][O:25][CH2:26][CH2:27][Si:28]([CH3:30])([CH3:29])[CH3:31])[C:6]2[N:7]=[CH:8][C:3]3[N:4]([C:35]([CH3:36])=[N:2][N:1]=3)[C:5]=2[CH:11]=1. The yield is 0.210. (6) The reactants are [C:1]([SiH2:5][O:6][C:7]([C:19]1[CH:24]=[CH:23][CH:22]=[CH:21][CH:20]=1)([C:13]1[CH:18]=[CH:17][CH:16]=[CH:15][CH:14]=1)[C:8](=[CH:11][CH3:12])[CH2:9][OH:10])([CH3:4])([CH3:3])[CH3:2].C[C:26]([CH3:29])([O-:28])[CH3:27].[Mg+2].[CH3:31][C:32](C)([O-:34])[CH3:33].S(C1C=CC(C)=CC=1)(O)(=O)=O.[CH:47]([P:50](=O)(O)[OH:51])(C)C. The catalyst is CN(C=O)C. The product is [CH:26]([O:28][P:50]([CH2:47][O:10][CH2:9][C:8]([C:7]([C:13]1[CH:18]=[CH:17][CH:16]=[CH:15][CH:14]=1)([C:19]1[CH:20]=[CH:21][CH:22]=[CH:23][CH:24]=1)[O:6][SiH2:5][C:1]([CH3:2])([CH3:3])[CH3:4])=[CH:11][CH3:12])(=[O:51])[O:34][CH:32]([CH3:33])[CH3:31])([CH3:29])[CH3:27]. The yield is 0.670.